From a dataset of Catalyst prediction with 721,799 reactions and 888 catalyst types from USPTO. Predict which catalyst facilitates the given reaction. (1) Reactant: [Br:1][C:2]1[C:8]([Cl:9])=[CH:7][CH:6]=[CH:5][C:3]=1[NH2:4].[N:10]([O-])=O.[Na+].[O:14]=[C:15]1[CH2:19][CH2:18][CH2:17][CH:16]1[C:20]([O:22][CH2:23][CH3:24])=[O:21].[OH2:25]. Product: [Br:1][C:2]1[C:8]([Cl:9])=[CH:7][CH:6]=[CH:5][C:3]=1[NH:4][N:10]=[C:16]([C:20]([O:22][CH2:23][CH3:24])=[O:21])[CH2:17][CH2:18][CH2:19][C:15]([OH:14])=[O:25]. The catalyst class is: 33. (2) Reactant: [Cl:1][C:2]1[CH:3]=[CH:4][C:5]([OH:12])=[C:6]([CH:11]=1)[C:7]([O:9][CH3:10])=[O:8].[N+:13]([O-])([OH:15])=[O:14]. Product: [Cl:1][C:2]1[CH:3]=[C:4]([N+:13]([O-:15])=[O:14])[C:5]([OH:12])=[C:6]([CH:11]=1)[C:7]([O:9][CH3:10])=[O:8]. The catalyst class is: 65.